Dataset: Full USPTO retrosynthesis dataset with 1.9M reactions from patents (1976-2016). Task: Predict the reactants needed to synthesize the given product. Given the product [C:30]([C:12]1[C:13]2[C:18](=[CH:17][CH:16]=[C:15]([O:21][C:22]3[CH:27]=[CH:26][CH:25]=[CH:24][C:23]=3[CH2:28][CH3:29])[CH:14]=2)[C:19]([OH:20])=[C:10]([C:8]([NH:7][CH2:6][C:5]([CH3:32])([CH3:33])[C:4]([OH:34])=[O:3])=[O:9])[N:11]=1)#[N:31], predict the reactants needed to synthesize it. The reactants are: C([O:3][C:4](=[O:34])[C:5]([CH3:33])([CH3:32])[CH2:6][NH:7][C:8]([C:10]1[N:11]=[C:12]([C:30]#[N:31])[C:13]2[C:18]([C:19]=1[OH:20])=[CH:17][CH:16]=[C:15]([O:21][C:22]1[CH:27]=[CH:26][CH:25]=[CH:24][C:23]=1[CH2:28][CH3:29])[CH:14]=2)=[O:9])C.[OH-].[Na+].